This data is from Catalyst prediction with 721,799 reactions and 888 catalyst types from USPTO. The task is: Predict which catalyst facilitates the given reaction. (1) Reactant: [CH3:1][N:2]([CH3:4])[NH2:3].Br[C:6]1[CH:11]=[CH:10][CH:9]=[CH:8][CH:7]=1.C1C=CC(P(C2C(C3C(P(C4C=CC=CC=4)C4C=CC=CC=4)=CC=C4C=3C=CC=C4)=C3C(C=CC=C3)=CC=2)C2C=CC=CC=2)=CC=1.O(C(C)(C)C)[Li]. Product: [CH3:1][N:2]([CH3:4])[NH:3][C:6]1[CH:11]=[CH:10][CH:9]=[CH:8][CH:7]=1. The catalyst class is: 187. (2) Reactant: [CH3:1][N:2]([CH3:35])[C:3]([C:5]1[C:20]([C:21]2[CH:22]=[N:23][N:24]([CH3:26])[CH:25]=2)=[CH:19][C:8]([C:9]([O:11]CC2C=CC=CC=2)=[O:10])=[C:7]([O:27][CH2:28][C:29]2[CH:34]=[CH:33][CH:32]=[CH:31][CH:30]=2)[CH:6]=1)=[O:4].[OH-].[Li+].O.Cl. Product: [CH3:1][N:2]([CH3:35])[C:3]([C:5]1[C:20]([C:21]2[CH:22]=[N:23][N:24]([CH3:26])[CH:25]=2)=[CH:19][C:8]([C:9]([OH:11])=[O:10])=[C:7]([O:27][CH2:28][C:29]2[CH:34]=[CH:33][CH:32]=[CH:31][CH:30]=2)[CH:6]=1)=[O:4]. The catalyst class is: 7. (3) Reactant: [CH2:1]([N:4]1[CH2:9][CH2:8][N:7]([C:10]2[CH:18]=[CH:17][C:13]([C:14]([OH:16])=O)=[CH:12][CH:11]=2)[CH2:6][CH2:5]1)[CH2:2][CH3:3].C1C=CC2N(O)N=NC=2C=1.CN1CCOCC1.C(N=C=NC(C)C)(C)C.[C:45]([CH2:47][NH:48][C:49]([C:51]1([NH2:57])[CH2:56][CH2:55][CH2:54][CH2:53][CH2:52]1)=[O:50])#[N:46]. Product: [C:45]([CH2:47][NH:48][C:49]([C:51]1([NH:57][C:14](=[O:16])[C:13]2[CH:12]=[CH:11][C:10]([N:7]3[CH2:6][CH2:5][N:4]([CH2:1][CH2:2][CH3:3])[CH2:9][CH2:8]3)=[CH:18][CH:17]=2)[CH2:56][CH2:55][CH2:54][CH2:53][CH2:52]1)=[O:50])#[N:46]. The catalyst class is: 477.